From a dataset of Full USPTO retrosynthesis dataset with 1.9M reactions from patents (1976-2016). Predict the reactants needed to synthesize the given product. (1) Given the product [CH3:16][O:15][C:13]([C@:3]1([CH2:1][CH3:2])[CH2:7][C:6]2[CH:8]=[C:9]([O:12][CH2:7][CH2:3][CH:1]=[CH2:2])[CH:10]=[CH:11][C:5]=2[O:4]1)=[O:14], predict the reactants needed to synthesize it. The reactants are: [CH2:1]([C@@:3]1([C:13]([O:15][CH3:16])=[O:14])[CH2:7][C:6]2[CH:8]=[C:9]([OH:12])[CH:10]=[CH:11][C:5]=2[O:4]1)[CH3:2].C([O-])([O-])=O.[Cs+].[Cs+]. (2) Given the product [Cl:15][C:12]1[CH:13]=[CH:14][C:9]([C:7]2[C:6]3[C:5]([CH3:16])=[C:4]([CH3:17])[S:3][C:2]=3[NH:1][C:23](=[O:24])[C:20]3([CH2:22][CH2:21]3)[N:19]=2)=[CH:10][CH:11]=1, predict the reactants needed to synthesize it. The reactants are: [NH2:1][C:2]1[S:3][C:4]([CH3:17])=[C:5]([CH3:16])[C:6]=1[C:7]([C:9]1[CH:14]=[CH:13][C:12]([Cl:15])=[CH:11][CH:10]=1)=O.Cl.[NH2:19][C:20]1([C:23](OCC)=[O:24])[CH2:22][CH2:21]1.